Dataset: Full USPTO retrosynthesis dataset with 1.9M reactions from patents (1976-2016). Task: Predict the reactants needed to synthesize the given product. (1) Given the product [F:16][C:17]1[CH:18]=[C:19]([CH:22]=[CH:23][CH:24]=1)[CH2:20][C:13]1[O:12][C:11]([CH:7]2[O:8][CH2:9][CH2:10][O:6]2)=[CH:15][CH:14]=1, predict the reactants needed to synthesize it. The reactants are: C([Li])CCC.[O:6]1[CH2:10][CH2:9][O:8][CH:7]1[C:11]1[O:12][CH:13]=[CH:14][CH:15]=1.[F:16][C:17]1[CH:18]=[C:19]([CH:22]=[CH:23][CH:24]=1)[CH2:20]Br.[Cl-].[NH4+]. (2) Given the product [CH3:11][N:8]1[CH:7]=[N:6][C:5]2[C:9]1=[N:10][C:2]([NH:19][C@H:20]([CH2:23][CH3:24])[CH2:21][OH:22])=[N:3][C:4]=2[NH:12][C:13]1[CH:18]=[CH:17][CH:16]=[CH:15][CH:14]=1, predict the reactants needed to synthesize it. The reactants are: Cl[C:2]1[N:10]=[C:9]2[C:5]([N:6]=[CH:7][N:8]2[CH3:11])=[C:4]([NH:12][C:13]2[CH:18]=[CH:17][CH:16]=[CH:15][CH:14]=2)[N:3]=1.[NH2:19][C@H:20]([CH2:23][CH3:24])[CH2:21][OH:22]. (3) Given the product [C:1]([C:3]1[CH:4]=[C:5]([C:13]2[O:17][N:16]=[C:15]([C:18]3[CH:19]=[CH:20][C:21]4[CH2:27][N:26]([CH2:28][C:29]([OH:31])=[O:30])[CH2:25][CH2:24][CH2:23][C:22]=4[CH:36]=3)[N:14]=2)[CH:6]=[CH:7][C:8]=1[O:9][CH:10]([CH3:12])[CH3:11])#[N:2], predict the reactants needed to synthesize it. The reactants are: [C:1]([C:3]1[CH:4]=[C:5]([C:13]2[O:17][N:16]=[C:15]([C:18]3[CH:19]=[CH:20][C:21]4[CH2:27][N:26]([CH2:28][C:29]([O:31]C(C)(C)C)=[O:30])[CH2:25][CH2:24][CH2:23][C:22]=4[CH:36]=3)[N:14]=2)[CH:6]=[CH:7][C:8]=1[O:9][CH:10]([CH3:12])[CH3:11])#[N:2].Cl. (4) Given the product [F:1][C:2]1[CH:7]=[CH:6][C:5]([CH:8]([NH:21][C:22](=[O:28])[O:23][C:24]([CH3:26])([CH3:25])[CH3:27])[CH:9]([OH:20])[C:10]2[CH:15]=[CH:14][CH:13]=[C:12]([C:16]([F:18])([F:19])[F:17])[CH:11]=2)=[CH:4][CH:3]=1, predict the reactants needed to synthesize it. The reactants are: [F:1][C:2]1[CH:7]=[CH:6][C:5]([CH:8]([NH:21][C:22](=[O:28])[O:23][C:24]([CH3:27])([CH3:26])[CH3:25])[C:9](=[O:20])[C:10]2[CH:15]=[CH:14][CH:13]=[C:12]([C:16]([F:19])([F:18])[F:17])[CH:11]=2)=[CH:4][CH:3]=1.[BH4-].[Na+]. (5) Given the product [CH2:1]([N:3]([CH2:31][C:32]1[CH:37]=[CH:36][C:35]([O:38][CH2:42][CH2:43][N:45]([CH3:52])[CH:46]2[CH2:51][CH2:50][O:49][CH2:48][CH2:47]2)=[C:34]([F:39])[CH:33]=1)[C:4]1[CH:9]=[C:8]([O:10][CH3:11])[C:7]([O:12][CH3:13])=[CH:6][C:5]=1[C@@H:14]1[CH2:23][CH2:22][C:21]2[CH:20]=[C:19]([OH:24])[CH:18]=[CH:17][C:16]=2[CH2:15]1)[CH3:2], predict the reactants needed to synthesize it. The reactants are: [CH2:1]([N:3]([C:31](=O)[C:32]1[CH:37]=[CH:36][C:35]([OH:38])=[C:34]([F:39])[CH:33]=1)[C:4]1[CH:9]=[C:8]([O:10][CH3:11])[C:7]([O:12][CH3:13])=[CH:6][C:5]=1[C@@H:14]1[CH2:23][CH2:22][C:21]2[CH:20]=[C:19]([O:24]C(=O)C(C)(C)C)[CH:18]=[CH:17][C:16]=2[CH2:15]1)[CH3:2].Cl[CH2:42][C:43]([N:45]([CH3:52])[CH:46]1[CH2:51][CH2:50][O:49][CH2:48][CH2:47]1)=O.